This data is from Forward reaction prediction with 1.9M reactions from USPTO patents (1976-2016). The task is: Predict the product of the given reaction. (1) Given the reactants C(OC([N:8]1[CH2:13][CH2:12][N:11]([C:14]2[C:15]3[CH:30]=[CH:29][N:28]=[CH:27][C:16]=3[N:17]=[C:18]([C:20]3[CH:25]=[CH:24][N:23]=[C:22](Cl)[CH:21]=3)[N:19]=2)[CH2:10][CH2:9]1)=O)(C)(C)C.[NH2:31][C:32]1[CH:37]=[CH:36][CH:35]=[CH:34][CH:33]=1, predict the reaction product. The product is: [C:32]1([NH:31][C:22]2[CH:21]=[C:20]([C:18]3[N:19]=[C:14]([N:11]4[CH2:12][CH2:13][NH:8][CH2:9][CH2:10]4)[C:15]4[CH:30]=[CH:29][N:28]=[CH:27][C:16]=4[N:17]=3)[CH:25]=[CH:24][N:23]=2)[CH:37]=[CH:36][CH:35]=[CH:34][CH:33]=1. (2) Given the reactants C([O:8][C:9]1[CH:14]=[CH:13][C:12]([N:15]([C:20]2[C:39]([CH:40]3[CH2:42][CH2:41]3)=[CH:38][C:23]3[C:24]([C:34]([NH:36][CH3:37])=[O:35])=[C:25]([C:27]4[CH:32]=[CH:31][C:30]([Cl:33])=[CH:29][CH:28]=4)[O:26][C:22]=3[CH:21]=2)[S:16]([CH3:19])(=[O:18])=[O:17])=[CH:11][C:10]=1[F:43])C1C=CC=CC=1, predict the reaction product. The product is: [Cl:33][C:30]1[CH:31]=[CH:32][C:27]([C:25]2[O:26][C:22]3[CH:21]=[C:20]([N:15]([C:12]4[CH:13]=[CH:14][C:9]([OH:8])=[C:10]([F:43])[CH:11]=4)[S:16]([CH3:19])(=[O:18])=[O:17])[C:39]([CH:40]4[CH2:41][CH2:42]4)=[CH:38][C:23]=3[C:24]=2[C:34]([NH:36][CH3:37])=[O:35])=[CH:28][CH:29]=1. (3) Given the reactants [CH2:1]([O:8][C@@H:9]1[CH2:14][CH2:13][C@H:12]([O:15][C:16]2[C:21]([F:22])=[CH:20][C:19]([S:23]([N:26](CC3C=CC(OC)=CC=3OC)[C:27]3[CH:32]=[CH:31][N:30]=[CH:29][N:28]=3)(=[O:25])=[O:24])=[C:18]([F:44])[CH:17]=2)[C@@H:11]([C:45]2[N:49]([CH3:50])[N:48]=[CH:47][CH:46]=2)[CH2:10]1)[C:2]1[CH:7]=[CH:6][CH:5]=[CH:4][CH:3]=1.C([SiH](CC)CC)C.FC(F)(F)C(O)=O, predict the reaction product. The product is: [CH2:1]([O:8][C@@H:9]1[CH2:14][CH2:13][C@H:12]([O:15][C:16]2[C:21]([F:22])=[CH:20][C:19]([S:23]([NH:26][C:27]3[CH:32]=[CH:31][N:30]=[CH:29][N:28]=3)(=[O:24])=[O:25])=[C:18]([F:44])[CH:17]=2)[C@@H:11]([C:45]2[N:49]([CH3:50])[N:48]=[CH:47][CH:46]=2)[CH2:10]1)[C:2]1[CH:7]=[CH:6][CH:5]=[CH:4][CH:3]=1. (4) The product is: [NH2:1][C:2]1[N:7]([CH3:8])[C:6](=[O:9])[CH:5]=[C:4]([CH2:10][CH2:11][C:12]2[CH:17]=[CH:16][CH:15]=[C:14]([C:20]3[S:19][CH:23]=[CH:22][CH:21]=3)[CH:13]=2)[N:3]=1. Given the reactants [NH2:1][C:2]1[N:7]([CH3:8])[C:6](=[O:9])[CH:5]=[C:4]([CH2:10][CH2:11][C:12]2[CH:17]=[CH:16][CH:15]=[C:14](Br)[CH:13]=2)[N:3]=1.[S:19]1[CH:23]=[CH:22][CH:21]=[C:20]1B(O)O.C(=O)([O-])[O-].[Cs+].[Cs+], predict the reaction product. (5) Given the reactants [F:1][C:2]1[C:10]([O:11][C:12]2[C:21]3[C:16](=[CH:17][C:18]([O:24][CH2:25][C:26]4([C:29]([N:31]([CH3:33])[CH3:32])=O)[CH2:28][CH2:27]4)=[C:19]([O:22][CH3:23])[CH:20]=3)[N:15]=[CH:14][CH:13]=2)=[CH:9][CH:8]=[C:7]2[C:3]=1[CH:4]=[C:5]([CH3:34])[NH:6]2.[H-].[H-].[H-].[H-].[Li+].[Al+3], predict the reaction product. The product is: [F:1][C:2]1[C:10]([O:11][C:12]2[C:21]3[C:16](=[CH:17][C:18]([O:24][CH2:25][C:26]4([CH2:29][N:31]([CH3:32])[CH3:33])[CH2:27][CH2:28]4)=[C:19]([O:22][CH3:23])[CH:20]=3)[N:15]=[CH:14][CH:13]=2)=[CH:9][CH:8]=[C:7]2[C:3]=1[CH:4]=[C:5]([CH3:34])[NH:6]2. (6) The product is: [CH3:1][N:2]([CH3:7])[CH2:3][CH2:4][N:5]([CH3:6])[C:9]1[C:14]([N+:15]([O-:17])=[O:16])=[CH:13][C:12]([NH:18][C:19]2[N:24]=[C:23]([C:25]3[C:33]4[C:28](=[CH:29][CH:30]=[CH:31][CH:32]=4)[N:27]([CH3:34])[CH:26]=3)[C:22]([CH3:35])=[CH:21][N:20]=2)=[C:11]([O:36][CH3:37])[CH:10]=1. Given the reactants [CH3:1][N:2]([CH3:7])[CH2:3][CH2:4][NH:5][CH3:6].F[C:9]1[C:14]([N+:15]([O-:17])=[O:16])=[CH:13][C:12]([NH:18][C:19]2[N:24]=[C:23]([C:25]3[C:33]4[C:28](=[CH:29][CH:30]=[CH:31][CH:32]=4)[N:27]([CH3:34])[CH:26]=3)[C:22]([CH3:35])=[CH:21][N:20]=2)=[C:11]([O:36][CH3:37])[CH:10]=1, predict the reaction product. (7) Given the reactants P(Br)(Br)[Br:2].[CH2:5]([O:7][C:8]1[CH:13]=[C:12]([CH2:14]O)[CH:11]=[C:10]([O:16][CH2:17][CH3:18])[C:9]=1[C:19]1[CH:24]=[CH:23][C:22]([F:25])=[CH:21][CH:20]=1)[CH3:6].C1(C)C=CC=CC=1, predict the reaction product. The product is: [Br:2][CH2:14][C:12]1[CH:13]=[C:8]([O:7][CH2:5][CH3:6])[C:9]([C:19]2[CH:24]=[CH:23][C:22]([F:25])=[CH:21][CH:20]=2)=[C:10]([O:16][CH2:17][CH3:18])[CH:11]=1. (8) Given the reactants [Cl:1][C:2]1[CH:7]=[C:6]([Cl:8])[CH:5]=[CH:4][C:3]=1[CH2:9][CH2:10][O:11][C:12]1[CH:13]=[C:14]([CH:18]=[CH:19][C:20]=1[O:21][CH3:22])[C:15]([OH:17])=O.[N:23]1[CH:28]=[CH:27][C:26]([N:29]2[CH2:34][CH2:33][NH:32][CH2:31][CH2:30]2)=[CH:25][CH:24]=1.[B-](F)(F)(F)F.CCOC(C(C#N)=NOC(N(C)C)=[N+](C)C)=O, predict the reaction product. The product is: [Cl:1][C:2]1[CH:7]=[C:6]([Cl:8])[CH:5]=[CH:4][C:3]=1[CH2:9][CH2:10][O:11][C:12]1[CH:13]=[C:14]([C:15]([N:32]2[CH2:33][CH2:34][N:29]([C:26]3[CH:27]=[CH:28][N:23]=[CH:24][CH:25]=3)[CH2:30][CH2:31]2)=[O:17])[CH:18]=[CH:19][C:20]=1[O:21][CH3:22]. (9) Given the reactants [CH:1]1([C:4]2[O:5][C:6]3[C:7](=[C:9]([C:21]#[N:22])[C:10]([CH3:20])=[C:11]([C:15]([O:17]CC)=[CH2:16])[C:12]=3[O:13][CH3:14])[N:8]=2)[CH2:3][CH2:2]1.O.[Br:24]N1C(=O)CCC1=O, predict the reaction product. The product is: [Br:24][CH2:17][C:15]([C:11]1[C:12]([O:13][CH3:14])=[C:6]2[O:5][C:4]([CH:1]3[CH2:3][CH2:2]3)=[N:8][C:7]2=[C:9]([C:21]#[N:22])[C:10]=1[CH3:20])=[O:16].